Dataset: Full USPTO retrosynthesis dataset with 1.9M reactions from patents (1976-2016). Task: Predict the reactants needed to synthesize the given product. (1) Given the product [CH3:23][N:16]([C:17]1[CH:22]=[CH:21][CH:20]=[CH:19][CH:18]=1)[C:15]([NH2:14])=[O:24], predict the reactants needed to synthesize it. The reactants are: ClC1N=C(N2CCC[C@@H]([NH:14][C:15](=[O:24])[N:16]([CH3:23])[C:17]3[CH:22]=[CH:21][CH:20]=[CH:19][CH:18]=3)C2)C=NC=1C#N.C1(N)CC1. (2) The reactants are: C([O:5][C:6]([C:8]1([S:14]([C:17]2[CH:18]=[N:19][C:20]([C:23]3[CH:28]=[CH:27][C:26]([CH2:29][CH2:30][CH2:31][CH2:32][CH3:33])=[CH:25][CH:24]=3)=[CH:21][CH:22]=2)(=[O:16])=[O:15])[CH2:13][CH2:12][O:11][CH2:10][CH2:9]1)=[O:7])(C)(C)C.[F:34][C:35]([F:40])([F:39])[C:36]([OH:38])=[O:37]. Given the product [F:34][C:35]([F:40])([F:39])[C:36]([OH:38])=[O:37].[CH2:29]([C:26]1[CH:27]=[CH:28][C:23]([C:20]2[N:19]=[CH:18][C:17]([S:14]([C:8]3([C:6]([OH:7])=[O:5])[CH2:13][CH2:12][O:11][CH2:10][CH2:9]3)(=[O:16])=[O:15])=[CH:22][CH:21]=2)=[CH:24][CH:25]=1)[CH2:30][CH2:31][CH2:32][CH3:33], predict the reactants needed to synthesize it. (3) Given the product [CH3:26][N:23]1[CH2:22][CH2:21][N:20]([C:18]([C:15]2[CH:14]=[CH:13][C:12]([C:9]3[CH:10]=[CH:11][C:6]4[N:7]([C:3]([C:1]#[C:2][C:28]5[CH:33]=[CH:32][C:31]([CH3:34])=[CH:30][CH:29]=5)=[CH:4][N:5]=4)[N:8]=3)=[CH:17][CH:16]=2)=[O:19])[CH2:25][CH2:24]1, predict the reactants needed to synthesize it. The reactants are: [C:1]([C:3]1[N:7]2[N:8]=[C:9]([C:12]3[CH:17]=[CH:16][C:15]([C:18]([N:20]4[CH2:25][CH2:24][N:23]([CH3:26])[CH2:22][CH2:21]4)=[O:19])=[CH:14][CH:13]=3)[CH:10]=[CH:11][C:6]2=[N:5][CH:4]=1)#[CH:2].I[C:28]1[CH:33]=[CH:32][C:31]([CH3:34])=[CH:30][CH:29]=1. (4) Given the product [CH2:19]([O:26][C:27]1[CH:28]=[CH:29][C:30]([Cl:33])=[CH:31][C:32]=1[C:2]1[C:3]([C:8]2[CH:13]=[CH:12][CH:11]=[C:10]([C:14]3[NH:18][N:17]=[N:16][N:15]=3)[CH:9]=2)=[CH:4][CH:5]=[CH:6][CH:7]=1)[C:20]1[CH:21]=[CH:22][CH:23]=[CH:24][CH:25]=1, predict the reactants needed to synthesize it. The reactants are: Br[C:2]1[CH:7]=[CH:6][CH:5]=[CH:4][C:3]=1[C:8]1[CH:13]=[CH:12][CH:11]=[C:10]([C:14]2[NH:18][N:17]=[N:16][N:15]=2)[CH:9]=1.[CH2:19]([O:26][C:27]1[CH:32]=[CH:31][C:30]([Cl:33])=[CH:29][C:28]=1B(O)O)[C:20]1[CH:25]=[CH:24][CH:23]=[CH:22][CH:21]=1.C(=O)([O-])[O-].[K+].[K+].C1(C)C=CC=CC=1.C(O)C. (5) Given the product [Br:1][C:2]1[CH:19]=[CH:18][C:17]([O:20][Si:21]([C:24]([CH3:25])([CH3:26])[CH3:27])([CH3:22])[CH3:23])=[CH:16][C:3]=1[CH3:4], predict the reactants needed to synthesize it. The reactants are: [Br:1][C:2]1[CH:19]=[CH:18][C:17]([O:20][Si:21]([C:24]([CH3:27])([CH3:26])[CH3:25])([CH3:23])[CH3:22])=[CH:16][C:3]=1[CH2:4]N1C(=O)C2C(=CC=CC=2)C1=O.C(#N)CC.C1(C)C=CC=CC=1P(C1C=CC=CC=1C)C1C=CC=CC=1C.C(N(C(C)C)CC)(C)C.N#N.C(OC(C)(C)C)(=O)C=C.[F-].C([N+](CCCC)(CCCC)CCCC)CCC. (6) Given the product [Cl:1][C:2]1[S:6][C:5]([C:7]2[N:8]=[C:9]([O:18][C:19]3[CH:24]=[CH:23][C:22]([CH2:25][C:26]([OH:28])=[O:27])=[CH:21][CH:20]=3)[C:10]3[CH2:15][S:14](=[O:16])(=[O:17])[CH2:13][C:11]=3[N:12]=2)=[CH:4][CH:3]=1, predict the reactants needed to synthesize it. The reactants are: [Cl:1][C:2]1[S:6][C:5]([C:7]2[N:8]=[C:9]([O:18][C:19]3[CH:24]=[CH:23][C:22]([CH2:25][C:26]([O:28]C)=[O:27])=[CH:21][CH:20]=3)[C:10]3[CH2:15][S:14](=[O:17])(=[O:16])[CH2:13][C:11]=3[N:12]=2)=[CH:4][CH:3]=1.COC1C=CC(C2N=C(OC3C=CC(CC(O)=O)=CC=3)C3CS(=O)(=O)CC=3N=2)=CC=1. (7) Given the product [F:1][C:2]1[CH:10]=[C:9]2[C:5]([C:6]([C:11]3[C:12](=[O:13])[NH:14][C:17](=[O:16])[C:18]=3[C:20]3[C:30]4=[C:31]5[C:26](=[CH:27][CH:28]=[CH:29]4)[CH2:25][CH2:24][CH:23]([CH2:32][OH:33])[N:22]5[CH:21]=3)=[CH:7][NH:8]2)=[CH:4][CH:3]=1, predict the reactants needed to synthesize it. The reactants are: [F:1][C:2]1[CH:10]=[C:9]2[C:5]([C:6]([CH2:11][C:12]([NH2:14])=[O:13])=[CH:7][NH:8]2)=[CH:4][CH:3]=1.C[O:16][C:17](=O)[C:18]([C:20]1[C:30]2=[C:31]3[C:26](=[CH:27][CH:28]=[CH:29]2)[CH2:25][CH2:24][CH:23]([CH2:32][OH:33])[N:22]3[CH:21]=1)=O.